From a dataset of Reaction yield outcomes from USPTO patents with 853,638 reactions. Predict the reaction yield, written as a fraction of the theoretical maximum amount of product (1.0 means a 100% yield; for example, 0.34 means a 34% yield). (1) The reactants are [NH2:1][C:2]1[CH:7]=[CH:6][C:5]([C:8]([NH:10][S:11]([C:14]2[S:15][C:16]([Cl:19])=[CH:17][CH:18]=2)(=[O:13])=[O:12])=[O:9])=[CH:4][CH:3]=1.[C:20]1(=O)[O:25][C:23](=[O:24])[C:22]2=[CH:26][CH:27]=[CH:28][CH:29]=[C:21]12. The catalyst is CN(C=O)C. The product is [O:24]=[C:23]1[C:22]2[CH:26]=[CH:27][CH:28]=[CH:29][C:21]=2[C:20](=[O:25])[N:1]1[C:2]1[CH:7]=[CH:6][C:5]([C:8]([NH:10][S:11]([C:14]2[S:15][C:16]([Cl:19])=[CH:17][CH:18]=2)(=[O:13])=[O:12])=[O:9])=[CH:4][CH:3]=1. The yield is 0.550. (2) The reactants are [OH-].[K+].[CH2:3]([O:10][C:11]([NH:13][C@@H:14]([CH2:19][C:20]1[CH:25]=[CH:24][CH:23]=[CH:22][CH:21]=1)[C@H:15]([OH:18])[CH2:16]Cl)=[O:12])[C:4]1[CH:9]=[CH:8][CH:7]=[CH:6][CH:5]=1. The yield is 0.770. The product is [CH2:3]([O:10][C:11]([NH:13][C@@H:14]([CH2:19][C:20]1[CH:25]=[CH:24][CH:23]=[CH:22][CH:21]=1)[C@@H:15]1[O:18][CH2:16]1)=[O:12])[C:4]1[CH:9]=[CH:8][CH:7]=[CH:6][CH:5]=1. The catalyst is C(O)C.ClCCl.